Dataset: Reaction yield outcomes from USPTO patents with 853,638 reactions. Task: Predict the reaction yield, written as a fraction of the theoretical maximum amount of product (1.0 means a 100% yield; for example, 0.34 means a 34% yield). The reactants are [OH:1][CH2:2][CH:3]1[CH2:6][CH2:5][O:4]1.CN1CCOCC1.ClC(OC1C=CC([N+]([O-])=O)=CC=1)=O.[CH:27]([CH:30]1[C:35]2[N:36]=[CH:37][NH:38][C:34]=2[CH2:33][CH2:32][N:31]1[C:39](OCC1SC=CN=1)=[O:40])([CH3:29])[CH3:28].CCN(C(C)C)C(C)C. The catalyst is C(Cl)Cl. The product is [CH:27]([CH:30]1[C:35]2[N:36]=[CH:37][NH:38][C:34]=2[CH2:33][CH2:32][N:31]1[C:39]([O:1][CH2:2][CH:3]1[CH2:6][CH2:5][O:4]1)=[O:40])([CH3:29])[CH3:28]. The yield is 0.0870.